From a dataset of Experimentally validated miRNA-target interactions with 360,000+ pairs, plus equal number of negative samples. Binary Classification. Given a miRNA mature sequence and a target amino acid sequence, predict their likelihood of interaction. (1) The miRNA is mmu-miR-18a-5p with sequence UAAGGUGCAUCUAGUGCAGAUAG. The protein sequence of the target gene is MQYPAATAEGLSGPLSGAYTLPAFKFQPRRESIDWRRISAVDVDRVARELDVATLQENIAGVTFCNLDGEVCNHCRQPVDPVLLKVLRLAQLIIEYLLHCQDCLSASVAQLEARLQASLGQQQRGQQELGRQADELKGVREESRRRRKMISTLQQLLLQTSAHSYHTCHLCDKTFMNATFLRGHIQRRHAGMADVGKQKQEQPLGEVLEELRAKLKWTQGELEAQREAERQRQVQELEMARQREMEAKKKFDEWKEKERSKLYGEIDKLKQLFWDEFKTVANQNSTLEEKLKALQSYSMT.... Result: 0 (no interaction). (2) The miRNA is hsa-miR-4445-5p with sequence AGAUUGUUUCUUUUGCCGUGCA. The protein sequence of the target gene is MIHSLFLINCSGDIFLEKHWKSVVSQSVCDYFFEAQEKAADVENVPPVISTPHHYLISIYRDKLFFVSVIQTEVPPLFVIEFLHRVADTFQDYFGECSEAAIKDNVVIVYELLEEMLDNGFPLATESNILKELIKPPTILRSVVNSITGSSNVGDTLPTGQLSNIPWRRAGVKYTNNEAYFDVVEEIDAIIDKSGSTVFAEIQGVIDACIKLSGMPDLSLSFMNPRLLDDVSFHPCIRFKRWESERVLSFIPPDGNFRLISYRVSSQNLVAIPVYVKHSISFKENSSCGRFDITIGPKQN.... Result: 1 (interaction). (3) The miRNA is hsa-miR-3116 with sequence UGCCUGGAACAUAGUAGGGACU. The protein sequence of the target gene is MDKYDDLGLEASKFIEDLNMYEASKDGLFRVDKGAGNNPEFEETRRVFATKMAKIHLQQQQQQLLQEETLPRGSRGPVNGGGRLGPQARWEVVGSKLTVDGAAKPPLAASTGAPGAVTTLAAGQPPYPPQEQRSRPYLHGTRHGSQDCGSRESLATSEMSAFHQPGPCEDPSCLTHGDYYDNLSLASPKWGDKPGVSPSIGLSVGSGWPSSPGSDPPLPKPCGDHPLNHRQLSLSSSRSSEGSLGGQNSGIGGRSSEKPTGLWSTASSQRVSPGLPSPNLENGAPAVGPVQPRTPSVSAP.... Result: 1 (interaction).